From a dataset of Forward reaction prediction with 1.9M reactions from USPTO patents (1976-2016). Predict the product of the given reaction. (1) Given the reactants OC1C=C(C23CCC(CCOCC(OC(C)(C)C)=O)(CC2)CO3)C=CC=1.O1CCCCC1OC1C=C(C23CCC(CCOCC(OC(C)(C)C)=O)(CC2)CO3)C=CC=1.O1CCCCC1[O:65][C:66]1[CH:67]=[C:68]([C:72]23[CH2:79][CH2:78][C:75]([CH2:80][CH2:81]/[CH:82]=[CH:83]/[C:84]([O:86][CH3:87])=[O:85])([CH2:76][CH2:77]2)[CH2:74][O:73]3)[CH:69]=[CH:70][CH:71]=1, predict the reaction product. The product is: [OH:65][C:66]1[CH:67]=[C:68]([C:72]23[CH2:77][CH2:76][C:75]([CH2:80][CH2:81]/[CH:82]=[CH:83]/[C:84]([O:86][CH3:87])=[O:85])([CH2:78][CH2:79]2)[CH2:74][O:73]3)[CH:69]=[CH:70][CH:71]=1. (2) Given the reactants [N:1]1([C:7]2[CH:8]=[CH:9][C:10]3[O:14][C:13]([C:15]([O:17]CC)=O)=[CH:12][C:11]=3[CH:20]=2)[CH2:6][CH2:5][NH:4][CH2:3][CH2:2]1.C(=O)([O-])[O-].[K+].[K+].Cl[CH2:28][CH2:29][CH2:30][CH2:31][C:32]1[C:40]2[C:35](=[CH:36][CH:37]=[C:38]([C:41]#[N:42])[CH:39]=2)[NH:34][CH:33]=1.[I-].[K+].C(#[N:47])C, predict the reaction product. The product is: [C:41]([C:38]1[CH:39]=[C:40]2[C:35](=[CH:36][CH:37]=1)[NH:34][CH:33]=[C:32]2[CH2:31][CH2:30][CH2:29][CH2:28][N:4]1[CH2:3][CH2:2][N:1]([C:7]2[CH:8]=[CH:9][C:10]3[O:14][C:13]([C:15]([NH2:47])=[O:17])=[CH:12][C:11]=3[CH:20]=2)[CH2:6][CH2:5]1)#[N:42].